Dataset: Forward reaction prediction with 1.9M reactions from USPTO patents (1976-2016). Task: Predict the product of the given reaction. (1) Given the reactants Br[C:2]1[CH:7]=[CH:6][C:5]([F:8])=[CH:4][CH:3]=1.[Li]CCCC.[CH:14]12[O:20][CH:15]1[CH2:16][CH2:17][CH2:18][CH2:19]2, predict the reaction product. The product is: [F:8][C:5]1[CH:6]=[CH:7][C:2]([CH:14]2[CH2:19][CH2:18][CH2:17][CH2:16][C:15]2=[O:20])=[CH:3][CH:4]=1. (2) Given the reactants [CH2:1]([O:3][C:4]([CH:6]1[C:10](=O)[CH2:9][N:8]([C:12]([O:14][C:15]([CH3:18])([CH3:17])[CH3:16])=[O:13])[CH2:7]1)=[O:5])[CH3:2].[CH2:19]([NH2:26])[C:20]1[CH:25]=[CH:24][CH:23]=[CH:22][CH:21]=1.CC(O)=O.C([BH3-])#N.[Na+], predict the reaction product. The product is: [CH2:1]([O:3][C:4]([C@H:6]1[C@H:10]([NH:26][CH2:19][C:20]2[CH:25]=[CH:24][CH:23]=[CH:22][CH:21]=2)[CH2:9][N:8]([C:12]([O:14][C:15]([CH3:18])([CH3:17])[CH3:16])=[O:13])[CH2:7]1)=[O:5])[CH3:2]. (3) Given the reactants I[C:2]1[C:10]2[C:5](=[CH:6][CH:7]=[CH:8][CH:9]=2)[NH:4][CH:3]=1.[C:11]([OH:14])(=[O:13])[CH3:12], predict the reaction product. The product is: [C:11]([O:14][C:2]1[C:10]2[C:5](=[CH:6][CH:7]=[CH:8][CH:9]=2)[NH:4][CH:3]=1)(=[O:13])[CH3:12]. (4) Given the reactants [CH2:1]([O:8][C:9]1[CH:10]=[C:11]([NH2:28])[C:12]([NH:15][CH2:16][C:17]2[CH:27]=[CH:26][C:20]3[N:21]=[C:22]([S:24][CH3:25])[S:23][C:19]=3[CH:18]=2)=[CH:13][CH:14]=1)[C:2]1[CH:7]=[CH:6][CH:5]=[CH:4][CH:3]=1.[CH2:29](OC(OCC)OCC)C, predict the reaction product. The product is: [CH2:1]([O:8][C:9]1[CH:14]=[CH:13][C:12]2[N:15]([CH2:16][C:17]3[CH:27]=[CH:26][C:20]4[N:21]=[C:22]([S:24][CH3:25])[S:23][C:19]=4[CH:18]=3)[CH:29]=[N:28][C:11]=2[CH:10]=1)[C:2]1[CH:3]=[CH:4][CH:5]=[CH:6][CH:7]=1. (5) Given the reactants [CH2:1]([O:8][C:9]1[N:10]=[N:11][C:12]([CH2:15][CH2:16][C:17]2[CH:22]=[CH:21][C:20]([CH2:23]Cl)=[CH:19][N:18]=2)=[CH:13][CH:14]=1)[C:2]1[CH:7]=[CH:6][CH:5]=[CH:4][CH:3]=1.[CH3:25][CH:26]1[CH2:30][CH2:29][CH2:28][NH:27]1.C(=O)([O-])[O-].[K+].[K+], predict the reaction product. The product is: [CH2:1]([O:8][C:9]1[N:10]=[N:11][C:12]([CH2:15][CH2:16][C:17]2[CH:22]=[CH:21][C:20]([CH2:23][N:27]3[CH2:28][CH2:29][CH2:30][CH:26]3[CH3:25])=[CH:19][N:18]=2)=[CH:13][CH:14]=1)[C:2]1[CH:7]=[CH:6][CH:5]=[CH:4][CH:3]=1. (6) Given the reactants [Br:1][C:2]1[CH:3]=[C:4]2[C:9](=[CH:10][CH:11]=1)[C:8](=[O:12])O[C:6](=[O:13])[CH2:5]2.[CH3:14][O:15][C:16]1[CH:23]=[CH:22][C:19]([CH2:20][NH2:21])=[CH:18][CH:17]=1, predict the reaction product. The product is: [Br:1][C:2]1[CH:3]=[C:4]2[C:9](=[CH:10][CH:11]=1)[C:8](=[O:12])[N:21]([CH2:20][C:19]1[CH:22]=[CH:23][C:16]([O:15][CH3:14])=[CH:17][CH:18]=1)[C:6](=[O:13])[CH2:5]2. (7) Given the reactants [C:1]([O:5][C:6](=[O:19])[NH:7][C:8]1[CH:13]=[CH:12][C:11]([C:14]([F:17])([F:16])[F:15])=[CH:10][C:9]=1[NH2:18])([CH3:4])([CH3:3])[CH3:2].C([O:24][C:25](=O)[CH2:26][C:27]([C:29]1[CH:34]=[CH:33][CH:32]=[C:31]([C:35]2[CH:36]=[N:37][C:38]([CH:41]3[CH2:43][CH2:42]3)=[CH:39][CH:40]=2)[CH:30]=1)=[O:28])(C)(C)C, predict the reaction product. The product is: [C:1]([O:5][C:6](=[O:19])[NH:7][C:8]1[CH:13]=[CH:12][C:11]([C:14]([F:17])([F:16])[F:15])=[CH:10][C:9]=1[NH:18][C:25](=[O:24])[CH2:26][C:27]([C:29]1[CH:34]=[CH:33][CH:32]=[C:31]([C:35]2[CH:36]=[N:37][C:38]([CH:41]3[CH2:42][CH2:43]3)=[CH:39][CH:40]=2)[CH:30]=1)=[O:28])([CH3:4])([CH3:2])[CH3:3]. (8) Given the reactants [OH:1][C:2]1[CH:9]=[CH:8][C:5]([CH2:6][NH2:7])=[CH:4][CH:3]=1.[N+:10]([C:13]1[CH:21]=[CH:20][C:16]([C:17](Cl)=[O:18])=[CH:15][CH:14]=1)([O-:12])=[O:11].C(O)(=O)C.CO, predict the reaction product. The product is: [OH:1][C:2]1[CH:9]=[CH:8][C:5]([CH2:6][NH:7][C:17](=[O:18])[C:16]2[CH:15]=[CH:14][C:13]([N+:10]([O-:12])=[O:11])=[CH:21][CH:20]=2)=[CH:4][CH:3]=1. (9) The product is: [Cl:1][C:2]1[C:7]([C:8]([NH2:10])=[O:9])=[C:6]([OH:11])[C:5]([NH:12][C:13]2[C:16](=[O:17])[C:15](=[O:18])[C:14]=2[NH:20][C:21]2[CH:26]=[CH:25][CH:24]=[CH:23][CH:22]=2)=[CH:4][CH:3]=1. Given the reactants [Cl:1][C:2]1[C:7]([C:8]([NH2:10])=[O:9])=[C:6]([OH:11])[C:5]([NH:12][C:13]2[C:16](=[O:17])[C:15](=[O:18])[C:14]=2Cl)=[CH:4][CH:3]=1.[NH2:20][C:21]1[CH:26]=[CH:25][CH:24]=[CH:23][CH:22]=1, predict the reaction product. (10) The product is: [CH2:15]([O:14][C:12]([CH:11]1[CH2:17][CH2:18][N:8]([CH2:4][CH2:3][C:2]([CH3:7])([CH3:6])[CH3:1])[CH2:9][CH2:10]1)=[O:13])[CH3:16]. Given the reactants [CH3:1][C:2]([CH3:7])([CH3:6])[CH2:3][CH:4]=O.[NH:8]1[CH2:18][CH2:17][CH:11]([C:12]([O:14][CH2:15][CH3:16])=[O:13])[CH2:10][CH2:9]1.C([BH3-])#N.[Na+], predict the reaction product.